From a dataset of Catalyst prediction with 721,799 reactions and 888 catalyst types from USPTO. Predict which catalyst facilitates the given reaction. (1) Reactant: C(N(CC)CC)C.[NH2:8][C:9]1[CH:10]=[C:11]([CH:24]=[CH:25][C:26]=1[CH3:27])[C:12]([NH:14][C:15]1[CH:20]=[CH:19][CH:18]=[C:17]([N:21]([CH3:23])[CH3:22])[CH:16]=1)=[O:13].[CH3:28][O:29][C:30]1[CH:31]=[C:32]([CH:36]=[CH:37][CH:38]=1)[C:33](Cl)=[O:34]. Product: [CH3:22][N:21]([CH3:23])[C:17]1[CH:16]=[C:15]([NH:14][C:12](=[O:13])[C:11]2[CH:24]=[CH:25][C:26]([CH3:27])=[C:9]([NH:8][C:33](=[O:34])[C:32]3[CH:36]=[CH:37][CH:38]=[C:30]([O:29][CH3:28])[CH:31]=3)[CH:10]=2)[CH:20]=[CH:19][CH:18]=1. The catalyst class is: 2. (2) Product: [C:1]([Cl:28])(=[O:24])[CH2:2][CH2:3]/[CH:4]=[CH:5]\[CH2:6]/[CH:7]=[CH:8]\[CH2:9]/[CH:10]=[CH:11]\[CH2:12]/[CH:13]=[CH:14]\[CH2:15]/[CH:16]=[CH:17]\[CH2:18]/[CH:19]=[CH:20]\[CH2:21][CH3:22]. The catalyst class is: 59. Reactant: [C:1]([OH:24])(=O)[CH2:2][CH2:3]/[CH:4]=[CH:5]\[CH2:6]/[CH:7]=[CH:8]\[CH2:9]/[CH:10]=[CH:11]\[CH2:12]/[CH:13]=[CH:14]\[CH2:15]/[CH:16]=[CH:17]\[CH2:18]/[CH:19]=[CH:20]\[CH2:21][CH3:22].C(Cl)(=O)C([Cl:28])=O. (3) Reactant: [Cl:1][CH2:2][CH2:3][CH2:4][CH2:5][C:6]1[N:10]([CH2:11][CH3:12])[N:9]=[C:8]([C:13]#[N:14])[CH:7]=1.C([O-])(=O)C.[K+].[Br:20]Br. Product: [Br:20][C:7]1[C:8]([C:13]#[N:14])=[N:9][N:10]([CH2:11][CH3:12])[C:6]=1[CH2:5][CH2:4][CH2:3][CH2:2][Cl:1]. The catalyst class is: 15. (4) Reactant: [CH3:1][C:2]1[CH:13]=[C:12]([O:14][CH2:15]/[CH:16]=[C:17](/[C:33]2[CH:42]=[CH:41][C:36]3[O:37][C:38]([CH3:40])=[CH:39][C:35]=3[CH:34]=2)\[C:18]2[CH:23]=[CH:22][C:21]([C:24]#[C:25][CH2:26][N:27]3[CH2:32][CH2:31][O:30][CH2:29][CH2:28]3)=[CH:20][CH:19]=2)[CH:11]=[CH:10][C:3]=1[O:4][CH2:5][C:6]([O:8]C)=[O:7].O.[OH-].[Li+]. Product: [CH3:1][C:2]1[CH:13]=[C:12]([O:14][CH2:15]/[CH:16]=[C:17](/[C:33]2[CH:42]=[CH:41][C:36]3[O:37][C:38]([CH3:40])=[CH:39][C:35]=3[CH:34]=2)\[C:18]2[CH:19]=[CH:20][C:21]([C:24]#[C:25][CH2:26][N:27]3[CH2:32][CH2:31][O:30][CH2:29][CH2:28]3)=[CH:22][CH:23]=2)[CH:11]=[CH:10][C:3]=1[O:4][CH2:5][C:6]([OH:8])=[O:7]. The catalyst class is: 40.